This data is from Full USPTO retrosynthesis dataset with 1.9M reactions from patents (1976-2016). The task is: Predict the reactants needed to synthesize the given product. Given the product [CH:12]1([C:18]2[N:6]([CH2:5][C:4]3[CH:7]=[CH:8][C:9]([Cl:10])=[C:2]([Cl:1])[CH:3]=3)[C:34](=[O:35])[CH:33]=[C:32]([OH:39])[N:22]=2)[CH2:13][CH2:14][CH2:15][CH2:16][CH2:17]1, predict the reactants needed to synthesize it. The reactants are: [Cl:1][C:2]1[CH:3]=[C:4]([CH:7]=[CH:8][C:9]=1[Cl:10])[CH2:5][NH2:6].Cl.[CH:12]1([C:18](=[NH:22])OCC)[CH2:17][CH2:16][CH2:15][CH2:14][CH2:13]1.C(N(CC)C(C)C)(C)C.[C:32](OCC)(=[O:39])[CH2:33][C:34](OCC)=[O:35].C[O-].[Na+].Cl.